Dataset: Reaction yield outcomes from USPTO patents with 853,638 reactions. Task: Predict the reaction yield, written as a fraction of the theoretical maximum amount of product (1.0 means a 100% yield; for example, 0.34 means a 34% yield). (1) The reactants are [CH2:1]([O:4][C:5]1[CH:10]=[CH:9][C:8]([CH2:11]O)=[C:7]([F:13])[CH:6]=1)[CH:2]=[CH2:3].S(Cl)([Cl:16])=O. The catalyst is ClCCl.CN(C=O)C. The product is [CH2:1]([O:4][C:5]1[CH:10]=[CH:9][C:8]([CH2:11][Cl:16])=[C:7]([F:13])[CH:6]=1)[CH:2]=[CH2:3]. The yield is 0.970. (2) The reactants are [NH2:1][C:2]1[CH:7]=[CH:6][C:5]([C:8]2[S:9][C:10]3[CH:16]=[C:15]([O:17]C)[CH:14]=[CH:13][C:11]=3[N:12]=2)=[CH:4][C:3]=1[I:19].B(Br)(Br)Br. The catalyst is C(Cl)Cl. The product is [I:19][C:3]1[CH:4]=[C:5]([C:8]2[S:9][C:10]3[CH:16]=[C:15]([OH:17])[CH:14]=[CH:13][C:11]=3[N:12]=2)[CH:6]=[CH:7][C:2]=1[NH2:1]. The yield is 0.580. (3) The reactants are C[O:2][C:3](=[O:29])[CH:4]=[CH:5][C:6]1[CH:11]=[CH:10][C:9]([C:12]2[C:18]3[CH:19]=[CH:20][CH:21]=[CH:22][C:17]=3[CH2:16][CH2:15][CH2:14][C:13]=2[C:23]2[CH:28]=[CH:27][CH:26]=[CH:25][CH:24]=2)=[CH:8][CH:7]=1.[OH-].[K+]. The catalyst is CO.C1COCC1. The product is [C:23]1([C:13]2[CH2:14][CH2:15][CH2:16][C:17]3[CH:22]=[CH:21][CH:20]=[CH:19][C:18]=3[C:12]=2[C:9]2[CH:8]=[CH:7][C:6]([CH:5]=[CH:4][C:3]([OH:29])=[O:2])=[CH:11][CH:10]=2)[CH:28]=[CH:27][CH:26]=[CH:25][CH:24]=1. The yield is 0.960. (4) The reactants are C([O-])=O.[NH4+].[CH2:5]([O:12][C:13]1[CH:18]=[CH:17][C:16]([N+:19]([O-])=O)=[CH:15][C:14]=1[F:22])[C:6]1[CH:11]=[CH:10][CH:9]=[CH:8][CH:7]=1.C1(C)C=CC=CC=1. The catalyst is [Fe].O. The product is [CH2:5]([O:12][C:13]1[CH:18]=[CH:17][C:16]([NH2:19])=[CH:15][C:14]=1[F:22])[C:6]1[CH:7]=[CH:8][CH:9]=[CH:10][CH:11]=1. The yield is 1.00. (5) The reactants are [O:1]1[CH:5]=[CH:4][CH:3]=[C:2]1[C:6]1[CH:13]=[CH:12][C:9]([C:10]#[N:11])=[CH:8][N:7]=1.Br[C:15]1[CH:22]=[CH:21][C:18]([C:19]#[N:20])=[CH:17][C:16]=1[CH3:23].C([O-])(=O)C.[K+].O. The catalyst is CN(C=O)C.[Pd].C1(P(C2C=CC=CC=2)C2C=CC=CC=2)C=CC=CC=1.C1(P(C2C=CC=CC=2)C2C=CC=CC=2)C=CC=CC=1.C1(P(C2C=CC=CC=2)C2C=CC=CC=2)C=CC=CC=1.C1(P(C2C=CC=CC=2)C2C=CC=CC=2)C=CC=CC=1. The product is [C:19]([C:18]1[CH:21]=[CH:22][C:15]([C:5]2[O:1][C:2]([C:6]3[CH:13]=[CH:12][C:9]([C:10]#[N:11])=[CH:8][N:7]=3)=[CH:3][CH:4]=2)=[C:16]([CH3:23])[CH:17]=1)#[N:20]. The yield is 0.400. (6) The reactants are FC(F)(F)S(O[C:7]1[CH:8]=[CH:9][CH:10]=[C:11]2[C:16]=1[N:15]=[C:14]([CH3:17])[CH:13]=[CH:12]2)(=O)=O.[C-:20]#[N:21].[Na+]. The catalyst is C(#N)C.C(OCC)(=O)C.[Cu]I.C1C=CC([P]([Pd]([P](C2C=CC=CC=2)(C2C=CC=CC=2)C2C=CC=CC=2)([P](C2C=CC=CC=2)(C2C=CC=CC=2)C2C=CC=CC=2)[P](C2C=CC=CC=2)(C2C=CC=CC=2)C2C=CC=CC=2)(C2C=CC=CC=2)C2C=CC=CC=2)=CC=1. The product is [CH3:17][C:14]1[CH:13]=[CH:12][C:11]2[C:16](=[C:7]([C:20]#[N:21])[CH:8]=[CH:9][CH:10]=2)[N:15]=1. The yield is 0.980. (7) The reactants are Cl[C:2]1[CH:7]=[CH:6][N:5]=[C:4]([N:8]2[C:20](=[O:21])[C:19]3[S:18][C:17]4[CH2:16][CH2:15][CH2:14][CH2:13][C:12]=4[C:11]=3[CH:10]=[N:9]2)[C:3]=1[CH:22]=[O:23].[CH3:24][N:25]1[CH:30]=[C:29](B2OC(C)(C)C(C)(C)O2)[CH:28]=[C:27]([NH:40][C:41]2[S:42][C:43]3[CH2:44][N:45]([CH3:50])[CH2:46][CH2:47][C:48]=3[N:49]=2)[C:26]1=[O:51].[O-]P([O-])([O-])=O.[K+].[K+].[K+].O.O.O.C([O-])(=O)C.[Na+]. The catalyst is O.C1C=CC(P(C2C=CC=CC=2)[C-]2C=CC=C2)=CC=1.C1C=CC(P(C2C=CC=CC=2)[C-]2C=CC=C2)=CC=1.Cl[Pd]Cl.[Fe+2].C(#N)C. The product is [CH3:24][N:25]1[C:26](=[O:51])[C:27]([NH:40][C:41]2[S:42][C:43]3[CH2:44][N:45]([CH3:50])[CH2:46][CH2:47][C:48]=3[N:49]=2)=[CH:28][C:29]([C:2]2[CH:7]=[CH:6][N:5]=[C:4]([N:8]3[C:20](=[O:21])[C:19]4[S:18][C:17]5[CH2:16][CH2:15][CH2:14][CH2:13][C:12]=5[C:11]=4[CH:10]=[N:9]3)[C:3]=2[CH:22]=[O:23])=[CH:30]1. The yield is 0.450.